This data is from Reaction yield outcomes from USPTO patents with 853,638 reactions. The task is: Predict the reaction yield, written as a fraction of the theoretical maximum amount of product (1.0 means a 100% yield; for example, 0.34 means a 34% yield). (1) The product is [C:33]([C:29]1([CH2:28][O:27][C@H:24]2[CH2:23][CH2:22][C@H:21]([N:11]3[C:10](=[O:36])[C:9]([CH2:8][C:7]4[CH:6]=[CH:5][C:4]([C:37]5[C:38]([C:43]#[N:44])=[CH:39][CH:40]=[CH:41][CH:42]=5)=[CH:3][C:2]=4[F:1])=[C:14]([CH2:15][CH2:16][CH3:17])[N:13]4[N:18]=[CH:19][N:20]=[C:12]34)[CH2:26][CH2:25]2)[CH2:32][CH2:31][CH2:30]1)(=[O:35])[CH3:34]. The catalyst is C(#N)C. The reactants are [F:1][C:2]1[CH:3]=[C:4]([C:37]2[C:38]([C:43]#[N:44])=[CH:39][CH:40]=[CH:41][CH:42]=2)[CH:5]=[CH:6][C:7]=1[CH2:8][C:9]1[C:10](=[O:36])[N:11]([C@H:21]2[CH2:26][CH2:25][C@H:24]([O:27][CH2:28][C:29]3([CH:33]([OH:35])[CH3:34])[CH2:32][CH2:31][CH2:30]3)[CH2:23][CH2:22]2)[C:12]2[N:13]([N:18]=[CH:19][N:20]=2)[C:14]=1[CH2:15][CH2:16][CH3:17].CC(OI1(OC(C)=O)(OC(C)=O)OC(=O)C2C1=CC=CC=2)=O.C(=O)([O-])O.[Na+].S([O-])([O-])(=O)=S.[Na+].[Na+]. The yield is 0.890. (2) The reactants are [F:1][C:2]1[CH:10]=[C:9]2[C:5]([C:6]([C:18]([OH:20])=O)=[N:7][N:8]2[C:11]2[CH:16]=[C:15]([I:17])[CH:14]=[CH:13][N:12]=2)=[CH:4][CH:3]=1.[Cl-].[NH4+:22]. No catalyst specified. The product is [F:1][C:2]1[CH:10]=[C:9]2[C:5]([C:6]([C:18]([NH2:22])=[O:20])=[N:7][N:8]2[C:11]2[CH:16]=[C:15]([I:17])[CH:14]=[CH:13][N:12]=2)=[CH:4][CH:3]=1. The yield is 0.630. (3) The reactants are [CH:1]([C:4]1[CH:18]=[C:17]([O:19][CH3:20])[CH:16]=[CH:15][C:5]=1[O:6][C:7]1[C:8]([NH2:14])=[N:9][C:10]([NH2:13])=[N:11][CH:12]=1)([CH3:3])[CH3:2].F[C:22](F)(F)[C:23](O)=[O:24].C(Cl)(=O)C.[Cl-].[Cl-].[Cl-].[Al+3]. The catalyst is ClC(Cl)C.O. The product is [NH2:13][C:10]1[N:9]=[C:8]([NH2:14])[C:7]([O:6][C:5]2[C:4]([CH:1]([CH3:3])[CH3:2])=[CH:18][C:17]([O:19][CH3:20])=[C:16]([C:23](=[O:24])[CH3:22])[CH:15]=2)=[CH:12][N:11]=1. The yield is 0.310. (4) The yield is 0.990. The reactants are [Br:1][CH2:2][CH2:3][CH2:4][CH2:5][CH2:6][C:7]([OH:9])=[O:8].[CH3:10]O. The product is [Br:1][CH2:2][CH2:3][CH2:4][CH2:5][CH2:6][C:7]([O:9][CH3:10])=[O:8]. No catalyst specified. (5) The reactants are C[O:2][C:3](=[O:27])[CH:4]([C:11]1[CH:16]=[CH:15][C:14]([N:17]2[C:21]([CH3:22])=[N:20][N:19]=[N:18]2)=[C:13]([C:23]([F:26])([F:25])[F:24])[CH:12]=1)[CH2:5][CH:6]1[CH2:10][CH2:9][CH2:8][CH2:7]1.[OH-].[Na+]. The catalyst is C(O)C. The product is [CH:6]1([CH2:5][CH:4]([C:11]2[CH:16]=[CH:15][C:14]([N:17]3[C:21]([CH3:22])=[N:20][N:19]=[N:18]3)=[C:13]([C:23]([F:24])([F:26])[F:25])[CH:12]=2)[C:3]([OH:27])=[O:2])[CH2:10][CH2:9][CH2:8][CH2:7]1. The yield is 0.930. (6) The reactants are [NH2:1][C:2]1[N:3]([CH2:24]C2CCCCC2)[C:4](=[O:23])[C:5]2([C:15]3[C:10](=[CH:11][CH:12]=[C:13](Br)[CH:14]=3)[O:9][CH:8]([C:17]3[CH:22]=[CH:21][CH:20]=[CH:19][CH:18]=3)[CH2:7]2)[N:6]=1.[CH3:31][N:32]([CH3:44])[C:33]([C:35]1[CH:40]=[CH:39][C:38](B(O)O)=[CH:37][CH:36]=1)=[O:34]. The catalyst is O1CCOCC1.C([O-])([O-])=O.[Cs+].[Cs+].Cl[Pd](Cl)([P](C1C=CC=CC=1)(C1C=CC=CC=1)C1C=CC=CC=1)[P](C1C=CC=CC=1)(C1C=CC=CC=1)C1C=CC=CC=1. The product is [NH2:1][C:2]1[N:3]([CH3:24])[C:4](=[O:23])[C:5]2([C:15]3[C:14](=[CH:13][CH:12]=[C:11]([C:38]4[CH:39]=[CH:40][C:35]([C:33]([N:32]([CH3:44])[CH3:31])=[O:34])=[CH:36][CH:37]=4)[CH:10]=3)[O:9][CH:8]([C:17]3[CH:18]=[CH:19][CH:20]=[CH:21][CH:22]=3)[CH2:7]2)[N:6]=1. The yield is 0.340. (7) No catalyst specified. The yield is 0.190. The product is [CH3:16][C:17]1[O:21][C:20]([CH:22]([CH3:26])[CH2:23][CH2:24][NH:15][CH2:14][CH2:13][CH2:12][NH:11][C:2]2[CH:3]=[CH:4][C:5]3[C:10](=[CH:9][CH:8]=[CH:7][CH:6]=3)[N:1]=2)=[CH:19][CH:18]=1. The reactants are [N:1]1[C:10]2[C:5](=[CH:6][CH:7]=[CH:8][CH:9]=2)[CH:4]=[CH:3][C:2]=1[NH:11][CH2:12][CH2:13][CH2:14][NH2:15].[CH3:16][C:17]1[O:21][C:20]([CH:22]([CH3:26])[CH2:23][CH:24]=O)=[CH:19][CH:18]=1.